From a dataset of NCI-60 drug combinations with 297,098 pairs across 59 cell lines. Regression. Given two drug SMILES strings and cell line genomic features, predict the synergy score measuring deviation from expected non-interaction effect. Drug 1: CC1=C(C=C(C=C1)NC(=O)C2=CC=C(C=C2)CN3CCN(CC3)C)NC4=NC=CC(=N4)C5=CN=CC=C5. Drug 2: CC1C(C(CC(O1)OC2CC(CC3=C2C(=C4C(=C3O)C(=O)C5=CC=CC=C5C4=O)O)(C(=O)C)O)N)O. Cell line: MDA-MB-435. Synergy scores: CSS=45.8, Synergy_ZIP=-2.20, Synergy_Bliss=-3.43, Synergy_Loewe=-48.2, Synergy_HSA=-4.37.